Task: Binary Classification. Given a miRNA mature sequence and a target amino acid sequence, predict their likelihood of interaction.. Dataset: Experimentally validated miRNA-target interactions with 360,000+ pairs, plus equal number of negative samples (1) The miRNA is mmu-miR-501-3p with sequence AAUGCACCCGGGCAAGGAUUUG. The protein sequence of the target gene is MEAGEGKERVPKQRQVLIFFVLLGIAQASCQPRHYSVAEETESGSFVANLLKDLGLEIGELAVRGARVVSKGKKMHLQFDRQTGDLLLNEKLDREELCGPTEPCVLPFQVLLENPLQFFQAELRIRDVNDHSPVFLDKEILLKIPESITPGTTFLIERAQDLDVGTNSLQNYTISPNFHFHLNLQDSLDGIILPQLVLNRALDREEQPEIRLTLTALDGGSPPRSGTALVRIEVVDINDNVPEFAKLLYEVQIPEDSPVGSQVAIVSARDLDIGTNGEISYAFSQASEDIRKTFRLSAKS.... Result: 0 (no interaction). (2) The miRNA is hsa-miR-584-3p with sequence UCAGUUCCAGGCCAACCAGGCU. The protein sequence of the target gene is MWGFAGGRLFGIFSAPVLVAVVCCAQSVNDPGNMSFVKETVDKLLKGYDIRLRPDFGGPPVCVGMNIDIASIDMVSEVNMDYTLTMYFQQYWRDKRLAYSGIPLNLTLDNRVADQLWVPDTYFLNDKKSFVHGVTVKNRMIRLHPDGTVLYGLRITTTAACMMDLRRYPLDEQNCTLEIESYGYTTDDIEFYWRGGDKAVTGVERIELPQFSIVEHRLVSRNVVFATGAYPRLSLSFRLKRNIGYFILQTYMPSILITILSWVSFWINYDASAARVALGITTVLTMTTINTHLRETLPKI.... Result: 0 (no interaction). (3) The miRNA is mmu-miR-148a-3p with sequence UCAGUGCACUACAGAACUUUGU. The protein sequence of the target gene is MAGSVPWAASRRLWGWVPSACRSFSLGVPRLAFVRLTLPPPKVVDRWNEKRALFGVYDNIGILGNFEKHPKELIKGPVWLRGWRGNELQRCVRKKKFVGNRMFIEDLHNLNKRISYLYKHFNRHGKYR. Result: 1 (interaction). (4) The miRNA is mmu-miR-199b-3p with sequence ACAGUAGUCUGCACAUUGGUUA. The protein sequence of the target gene is MAVSSEQHELSHFKRTQTKKEKFNCSEYGNRSCPENERSLGVRVAMYSFMAGSIFITIFGNLAMIISISYFKQLHTPTNFLILSMAITDFLLGFTIMPYSMIRSVENCWYFGLTFCKIYYSFDLMLSITSIFHLCSVAIDRFYAICYPLLYSTKITIPVIKRLLLLCWSVPGAFAFGVVFSEAYADGIEGYDILVACSSSCPVMFNKLWGTTLFMAGFFTPGSMMVGIYGKIFAVSRKHAHAINNLRENQNNQVKKDKKAAKTLGIVIGVFLLCWFPCFFTILLDPFLNFSTPVVLFDAL.... Result: 0 (no interaction). (5) The miRNA is hsa-miR-3921 with sequence UCUCUGAGUACCAUAUGCCUUGU. The protein sequence of the target gene is MASSLLAGERLVRALGPGGELEPERLPRKLRAELEAALGKKHKGGDSSSGPQRLVSFRLIRDLHQHLRERDSKLYLHELLEGSEIYLPEVVKPPRNPELVARLEKIKIQLANEEYKRITRNVTCQDTRHGGTLSDLGKQVRSLKALVITIFNFIVTVVAAFVCTYLGSQYIFTEMASRVLAALIVASVVGLAELYVMVRAMEGELGEL. Result: 1 (interaction). (6) The miRNA is hsa-miR-329-3p with sequence AACACACCUGGUUAACCUCUUU. The protein sequence of the target gene is MKEEVKGIPVRVALRCRPLVPKEISEGCQMCLSFVPGEPQVVVGTDKSFTYDFVFDPSTEQEEVFNTAVAPLIKGVFKGYNATVLAYGQTGSGKTYSMGGAYTAEQENEPTVGVIPRVIQLLFKEIDKKSDFEFTLKVSYLEIYNEEILDLLCPSREKAQINIREDPKEGIKIVGLTEKTVLVALDTVSCLEQGNNSRTVASTAMNSQSSRSHAIFTISLEQRKKSDKNSSFRSKLHLVDLAGSERQKKTKAEGDRLKEGININRGLLCLGNVISALGDDKKGGFVPYRDSKLTRLLQDS.... Result: 0 (no interaction). (7) The miRNA is hsa-miR-6885-3p with sequence CUUUGCUUCCUGCUCCCCUAG. The protein sequence of the target gene is MEEVRCPEHGTFCFLKTGVRDGPNKGKSFYVCRADTCSFVRATDIPVSHCLLHEDFVVELQGLLLPQDKKEYRLFFRCIRSKAEGKRWCGSIPWQDPDSKEHSVSNKSQHASETFHHSSNWLRNPFKVLDKNQEPALWKQLIKGEGEEKKADKKQREKGDQLFDQKKEQKPEMMEKDLSSGLVPKKKQSVVQEKKQEEGAEIQCEAETGGTHKRDFSEIKSQQCQGNELTRPSASSQEKSSGKSQDVQRESEPLREKVTQLLPQNVHSHNSISKPQKGGPLNKEYTNWEAKETKAKDGPS.... Result: 1 (interaction).